This data is from Full USPTO retrosynthesis dataset with 1.9M reactions from patents (1976-2016). The task is: Predict the reactants needed to synthesize the given product. (1) Given the product [CH3:30][O:31][CH2:32][CH2:33][NH:34][C:11]([C:9]1[S:10][C:5]2[C:4]([N:13]3[CH2:18][CH2:17][O:16][CH2:15][CH2:14]3)=[N:3][C:2]([CH3:19])=[N:7][C:6]=2[CH:8]=1)=[O:12], predict the reactants needed to synthesize it. The reactants are: Cl[C:2]1[N:3]=[C:4]([N:13]2[CH2:18][CH2:17][O:16][CH2:15][CH2:14]2)[C:5]2[S:10][C:9]([CH:11]=[O:12])=[CH:8][C:6]=2[N:7]=1.[C:19](Cl)(=O)C(Cl)=O.CN(C)C=O.[CH3:30][O:31][CH2:32][CH2:33][NH2:34]. (2) Given the product [Cl:41][C:29]1[CH:28]=[C:27]([NH:26][C:24]2[C:25]3[N:17]([CH2:16][CH2:15][O:14][CH2:13][CH2:12][OH:11])[CH:18]=[CH:19][C:20]=3[N:21]=[CH:22][N:23]=2)[CH:32]=[CH:31][C:30]=1[O:33][C:34]1[CH:35]=[C:36]([NH:40][C:46](=[O:47])[CH:45]([CH3:49])[CH2:44][C:43]([F:51])([F:50])[F:42])[CH:37]=[CH:38][CH:39]=1, predict the reactants needed to synthesize it. The reactants are: Cl.Cl.C([O:11][CH2:12][CH2:13][O:14][CH2:15][CH2:16][N:17]1[C:25]2[C:24]([NH:26][C:27]3[CH:32]=[CH:31][C:30]([O:33][C:34]4[CH:39]=[CH:38][CH:37]=[C:36]([NH2:40])[CH:35]=4)=[C:29]([Cl:41])[CH:28]=3)=[N:23][CH:22]=[N:21][C:20]=2[CH:19]=[CH:18]1)(=O)C1C=CC=CC=1.[F:42][C:43]([F:51])([F:50])[CH2:44][CH:45]([CH3:49])[C:46](O)=[O:47].Cl.C(N=C=NCCCN(C)C)C.ON1C2C=CC=CC=2N=N1.[OH-].[Na+]. (3) Given the product [CH3:24][O:1][CH:2]1[CH2:3][CH2:4][C:5](=[O:21])[C:6]2=[CH:10][N:9]([CH2:11][C:12]3[CH:17]=[CH:16][C:15]([O:18][CH3:19])=[CH:14][CH:13]=3)[N:8]=[C:7]2[CH2:20]1, predict the reactants needed to synthesize it. The reactants are: [OH:1][CH:2]1[CH2:20][C:7]2=[N:8][N:9]([CH2:11][C:12]3[CH:17]=[CH:16][C:15]([O:18][CH3:19])=[CH:14][CH:13]=3)[CH:10]=[C:6]2[C:5](=[O:21])[CH2:4][CH2:3]1.[H-].[Na+].[CH3:24]I. (4) Given the product [Cl:1][C:2]1[N+:3]([O-:11])=[CH:4][C:5]([C:6]([N:34]2[CH2:35][CH2:36][N:31]([CH3:30])[CH2:32][CH2:33]2)=[O:8])=[CH:9][CH:10]=1, predict the reactants needed to synthesize it. The reactants are: [Cl:1][C:2]1[CH:10]=[CH:9][C:5]([C:6]([OH:8])=O)=[CH:4][N+:3]=1[O-:11].C(OC1C=CC2C(=CC=CC=2)N1C(OCC)=O)C.[CH3:30][N:31]1[CH2:36][CH2:35][NH:34][CH2:33][CH2:32]1. (5) Given the product [C:6]([O:10][C:11]([N:13]1[CH2:17][C@H:16]([S:39][C:34]2[CH:35]=[CH:36][CH:37]=[CH:38][C:33]=2[CH2:31][CH3:32])[CH2:15][C@H:14]1[C:23](=[O:30])[NH:24][C:25]1([C:28]#[N:29])[CH2:26][CH2:27]1)=[O:12])([CH3:7])([CH3:9])[CH3:8], predict the reactants needed to synthesize it. The reactants are: S([O-])(=O)(=O)C.[C:6]([O:10][C:11]([N:13]1[CH2:17][C@@H:16](OS(C)(=O)=O)[CH2:15][C@H:14]1[C:23](=[O:30])[NH:24][C:25]1([C:28]#[N:29])[CH2:27][CH2:26]1)=[O:12])([CH3:9])([CH3:8])[CH3:7].[CH2:31]([C:33]1[CH:38]=[CH:37][CH:36]=[CH:35][C:34]=1[SH:39])[CH3:32].